Dataset: Forward reaction prediction with 1.9M reactions from USPTO patents (1976-2016). Task: Predict the product of the given reaction. (1) Given the reactants ClCCl.[CH3:4][O:5][N:6]([CH3:14])[C:7]([C:9]1[CH:10]=[N:11][NH:12][CH:13]=1)=[O:8].[CH3:15][Si:16]([CH3:23])([CH3:22])[CH2:17][CH2:18][O:19][CH2:20]Cl.C(N(CC)C(C)C)(C)C, predict the reaction product. The product is: [CH3:4][O:5][N:6]([CH3:14])[C:7]([C:9]1[CH:13]=[N:12][N:11]([CH2:20][O:19][CH2:18][CH2:17][Si:16]([CH3:23])([CH3:22])[CH3:15])[CH:10]=1)=[O:8]. (2) Given the reactants [CH3:1][O:2][CH:3]([O:19][CH3:20])[C@@:4]1([CH3:18])[C@@H:9]2[O:10][C@@H:8]2[C:7]2[CH:11]=[C:12]([N+:15]([O-:17])=[O:16])[CH:13]=[CH:14][C:6]=2[O:5]1.[CH3:21][O:22][C:23]1[CH:28]=[CH:27][C:26]([NH:29][CH2:30][C:31]2[NH:32][CH:33]=[CH:34][N:35]=2)=[CH:25][CH:24]=1, predict the reaction product. The product is: [CH3:1][O:2][CH:3]([O:19][CH3:20])[C@@:4]1([CH3:18])[C@H:9]([OH:10])[C@@H:8]([N:29]([C:26]2[CH:27]=[CH:28][C:23]([O:22][CH3:21])=[CH:24][CH:25]=2)[CH2:30][C:31]2[NH:35][CH:34]=[CH:33][N:32]=2)[C:7]2[CH:11]=[C:12]([N+:15]([O-:17])=[O:16])[CH:13]=[CH:14][C:6]=2[O:5]1. (3) The product is: [C:1]([O:5][C:6](=[O:17])[C:7]1[CH:12]=[CH:11][C:10]([C:13]2[CH2:34][C:33]([C:31]3[CH:30]=[C:29]([Cl:39])[CH:28]=[C:27]([Cl:26])[CH:32]=3)([C:35]([F:36])([F:38])[F:37])[O:15][N:14]=2)=[CH:9][C:8]=1[CH3:16])([CH3:4])([CH3:3])[CH3:2]. Given the reactants [C:1]([O:5][C:6](=[O:17])[C:7]1[CH:12]=[CH:11][C:10]([CH:13]=[N:14][OH:15])=[CH:9][C:8]=1[CH3:16])([CH3:4])([CH3:3])[CH3:2].ClN1C(=O)CCC1=O.[Cl:26][C:27]1[CH:32]=[C:31]([C:33]([C:35]([F:38])([F:37])[F:36])=[CH2:34])[CH:30]=[C:29]([Cl:39])[CH:28]=1.C(N(CC)CC)C, predict the reaction product. (4) The product is: [NH2:16][C:10]1[O:11][CH2:12][C:13]([F:14])([F:15])[C@:8]([C:6]2[CH:7]=[C:2]([NH:1][C:30]([C:27]3[CH:26]=[N:25][C:24]([O:23][CH2:22][CH:19]4[CH2:21][CH2:20]4)=[CH:29][N:28]=3)=[O:31])[CH:3]=[CH:4][C:5]=2[F:18])([CH3:17])[N:9]=1. Given the reactants [NH2:1][C:2]1[CH:3]=[CH:4][C:5]([F:18])=[C:6]([C@:8]2([CH3:17])[C:13]([F:15])([F:14])[CH2:12][O:11][C:10]([NH2:16])=[N:9]2)[CH:7]=1.[CH:19]1([CH2:22][O:23][C:24]2[N:25]=[CH:26][C:27]([C:30](O)=[O:31])=[N:28][CH:29]=2)[CH2:21][CH2:20]1, predict the reaction product. (5) Given the reactants [Br:1][C:2]1[CH:7]=[CH:6][C:5]([OH:8])=[C:4]([F:9])[CH:3]=1.[CH3:10][C:11](OC(OC(O[C:11]([CH3:13])([CH3:12])[CH3:10])=O)=O)([CH3:13])[CH3:12], predict the reaction product. The product is: [Br:1][C:2]1[CH:7]=[CH:6][C:5]([O:8][C:11]([CH3:13])([CH3:12])[CH3:10])=[C:4]([F:9])[CH:3]=1. (6) Given the reactants [Cl:1][C:2]1[CH:7]=[CH:6][C:5]([CH:8]([C:31]2[CH:36]=[CH:35][C:34]([Cl:37])=[CH:33][CH:32]=2)[C:9]2[CH:10]=[C:11]3[C:16](=[CH:17][CH:18]=2)[N:15]=[CH:14][N:13]=[C:12]3[NH:19][CH2:20][C:21]2[CH:22]=[C:23]([CH:28]=[CH:29][CH:30]=2)[C:24]([O:26]C)=[O:25])=[CH:4][CH:3]=1.CO, predict the reaction product. The product is: [Cl:37][C:34]1[CH:35]=[CH:36][C:31]([CH:8]([C:5]2[CH:4]=[CH:3][C:2]([Cl:1])=[CH:7][CH:6]=2)[C:9]2[CH:10]=[C:11]3[C:16](=[CH:17][CH:18]=2)[N:15]=[CH:14][N:13]=[C:12]3[NH:19][CH2:20][C:21]2[CH:22]=[C:23]([CH:28]=[CH:29][CH:30]=2)[C:24]([OH:26])=[O:25])=[CH:32][CH:33]=1. (7) Given the reactants Cl.[NH2:2][C:3]1[C:4]([N:9]2[CH2:13][CH2:12][C:11]([CH3:15])([CH3:14])[C:10]2=[O:16])=[N:5][N:6]([CH3:8])[CH:7]=1.[S:17]1[CH:21]=[CH:20][N:19]=[C:18]1[S:22]([C:25]1[CH:26]=[C:27]([CH:31]=[CH:32][CH:33]=1)[C:28](O)=[O:29])(=[O:24])=[O:23].CN(C(ON1N=NC2C=CC=NC1=2)=[N+](C)C)C.F[P-](F)(F)(F)(F)F.C(N(C(C)C)CC)(C)C, predict the reaction product. The product is: [CH3:15][C:11]1([CH3:14])[CH2:12][CH2:13][N:9]([C:4]2[C:3]([NH:2][C:28](=[O:29])[C:27]3[CH:31]=[CH:32][CH:33]=[C:25]([S:22]([C:18]4[S:17][CH:21]=[CH:20][N:19]=4)(=[O:24])=[O:23])[CH:26]=3)=[CH:7][N:6]([CH3:8])[N:5]=2)[C:10]1=[O:16]. (8) Given the reactants [CH2:1]([O:3][C:4]([C:6]1[N:7]=[CH:8][C:9]2[N:10]([CH3:22])[C:11]3[C:16]([C:17]=2[C:18]=1[OH:19])=[CH:15][C:14](Br)=[CH:13][C:12]=3Br)=[O:5])[CH3:2].C([O-])=O.[NH4+], predict the reaction product. The product is: [CH2:1]([O:3][C:4]([C:6]1[N:7]=[CH:8][C:9]2[N:10]([CH3:22])[C:11]3[C:16]([C:17]=2[C:18]=1[OH:19])=[CH:15][CH:14]=[CH:13][CH:12]=3)=[O:5])[CH3:2].